This data is from Peptide-MHC class II binding affinity with 134,281 pairs from IEDB. The task is: Regression. Given a peptide amino acid sequence and an MHC pseudo amino acid sequence, predict their binding affinity value. This is MHC class II binding data. (1) The peptide sequence is TFKLSYGIATVREVL. The MHC is DRB1_0101 with pseudo-sequence DRB1_0101. The binding affinity (normalized) is 0.775. (2) The peptide sequence is SPHHKKLAQAVMEMT. The MHC is HLA-DQA10601-DQB10402 with pseudo-sequence HLA-DQA10601-DQB10402. The binding affinity (normalized) is 0. (3) The peptide sequence is IRGTSATAAAIQLKC. The MHC is HLA-DPA10201-DPB11401 with pseudo-sequence HLA-DPA10201-DPB11401. The binding affinity (normalized) is 0.425. (4) The peptide sequence is VKADVLNDTRALLSG. The MHC is DRB1_0101 with pseudo-sequence DRB1_0101. The binding affinity (normalized) is 0.706. (5) The peptide sequence is HGGHVSCRVKLSALT. The MHC is DRB1_0301 with pseudo-sequence DRB1_0301. The binding affinity (normalized) is 0.307.